From a dataset of Tyrosyl-DNA phosphodiesterase HTS with 341,365 compounds. Binary Classification. Given a drug SMILES string, predict its activity (active/inactive) in a high-throughput screening assay against a specified biological target. (1) The compound is O=C(Nc1ccc(NC(=O)C)cc1)CCc1c(c2c(n(nc2C)c2ccccc2)nc1C)C. The result is 0 (inactive). (2) The molecule is S(=O)(=O)(N(C1CCCCC1)CCC(OC)=O)c1ccc(S(=O)(=O)N2CCCCC2)cc1. The result is 0 (inactive).